From a dataset of Catalyst prediction with 721,799 reactions and 888 catalyst types from USPTO. Predict which catalyst facilitates the given reaction. Reactant: [CH3:1][CH2:2][CH2:3][CH2:4][CH2:5][CH2:6][CH2:7][CH2:8][C:9]1[CH:14]=[CH:13][C:12]([CH2:15][CH2:16][C:17]([NH2:22])([CH2:20]O)[CH2:18][OH:19])=[CH:11][CH:10]=1.Cl.C(N(S(F)(F)[F:30])CC)C.C(=O)(O)[O-].[Na+]. Product: [NH2:22][C:17]([CH2:20][F:30])([CH2:16][CH2:15][C:12]1[CH:13]=[CH:14][C:9]([CH2:8][CH2:7][CH2:6][CH2:5][CH2:4][CH2:3][CH2:2][CH3:1])=[CH:10][CH:11]=1)[CH2:18][OH:19]. The catalyst class is: 4.